From a dataset of Reaction yield outcomes from USPTO patents with 853,638 reactions. Predict the reaction yield, written as a fraction of the theoretical maximum amount of product (1.0 means a 100% yield; for example, 0.34 means a 34% yield). (1) The reactants are [Si:1]([N:8]1[C:16]2[C:11](=[C:12]([C:17]3[N:26]=[CH:25][C:24]4[NH:23][CH2:22][CH:21]5[CH2:27][O:28][CH2:29][CH2:30][N:20]5[C:19]=4[N:18]=3)[CH:13]=[CH:14][CH:15]=2)[CH:10]=[CH:9]1)([C:4]([CH3:7])([CH3:6])[CH3:5])([CH3:3])[CH3:2].[CH3:31][O:32][C:33]1[CH:38]=[CH:37][C:36]([CH2:39][C:40](Cl)=[O:41])=[CH:35][CH:34]=1.C(N(CC)CC)C. The catalyst is C(Cl)Cl. The product is [Si:1]([N:8]1[C:16]2[C:11](=[C:12]([C:17]3[N:26]=[CH:25][C:24]4[N:23]([C:40](=[O:41])[CH2:39][C:36]5[CH:37]=[CH:38][C:33]([O:32][CH3:31])=[CH:34][CH:35]=5)[CH2:22][CH:21]5[CH2:27][O:28][CH2:29][CH2:30][N:20]5[C:19]=4[N:18]=3)[CH:13]=[CH:14][CH:15]=2)[CH:10]=[CH:9]1)([C:4]([CH3:7])([CH3:6])[CH3:5])([CH3:3])[CH3:2]. The yield is 0.740. (2) The reactants are [Si:1]([O:8][CH:9]([C:18]([F:21])([F:20])[F:19])[CH2:10][CH2:11][C:12]1[CH:17]=[CH:16][CH:15]=[CH:14][N:13]=1)([C:4]([CH3:7])([CH3:6])[CH3:5])([CH3:3])[CH3:2].[Li+].[CH3:23]C([N-]C(C)C)C.CI. The catalyst is C1COCC1. The product is [Si:1]([O:8][CH:9]([C:18]([F:19])([F:21])[F:20])[CH2:10][CH:11]([C:12]1[CH:17]=[CH:16][CH:15]=[CH:14][N:13]=1)[CH3:23])([C:4]([CH3:7])([CH3:6])[CH3:5])([CH3:3])[CH3:2]. The yield is 0.890. (3) The reactants are [CH:1]1([Mg]Br)[CH2:5][CH2:4][CH2:3][CH2:2]1.[Cl:8][C:9]1[C:14]([C:15]2[C:20]([Cl:21])=[CH:19][N:18]=[CH:17][N:16]=2)=[C:13](Cl)[N:12]2[N:23]=[CH:24][N:25]=[C:11]2[N:10]=1.CN1CCCC1=O.Cl. The catalyst is C(OCC)C.O1CCCC1.[Fe].C(OC(=O)C)C. The product is [Cl:8][C:9]1[C:14]([C:15]2[C:20]([Cl:21])=[CH:19][N:18]=[CH:17][N:16]=2)=[C:13]([CH:1]2[CH2:5][CH2:4][CH2:3][CH2:2]2)[N:12]2[N:23]=[CH:24][N:25]=[C:11]2[N:10]=1. The yield is 0.116. (4) The reactants are [CH3:1][O:2][C:3]([N:5]1[CH2:10][CH2:9][CH:8]([C:11](O)=[O:12])[CH2:7][CH:6]1[C:14]1[CH:19]=[CH:18][CH:17]=[C:16]([C:20]([F:23])([F:22])[F:21])[CH:15]=1)=[O:4].N1(C(N2C=CN=C2)=O)C=CN=C1.[CH2:36]([O:38][C:39](=[O:44])[CH2:40][C:41]([O-:43])=O)[CH3:37].[K+].[Cl-].[Mg+2].[Cl-].Cl. The catalyst is CN1C2C(N=C(N)NC=2NCC1CNC1C=CC(C(NC(C(O)=O)CCC(O)=O)=O)=CC=1)=O.O.CC(OC)(C)C. The product is [CH2:36]([O:38][C:39](=[O:44])[CH2:40][C:11]([C@@H:8]1[CH2:9][CH2:10][N:5]([C:3]([O:2][CH3:1])=[O:4])[C@@H:6]([C:14]2[CH:19]=[CH:18][CH:17]=[C:16]([C:20]([F:23])([F:22])[F:21])[CH:15]=2)[CH2:7]1)=[O:12])[CH3:37].[CH2:36]([O:38][C:39](=[O:44])[CH2:40][C:41]([C@H:8]1[CH2:9][CH2:10][N:5]([C:3]([O:2][CH3:1])=[O:4])[C@@H:6]([C:14]2[CH:19]=[CH:18][CH:17]=[C:16]([C:20]([F:23])([F:22])[F:21])[CH:15]=2)[CH2:7]1)=[O:43])[CH3:37]. The yield is 0.0900. (5) The reactants are B(Br)(Br)Br.[CH2:5]([C:7]1[C:12]([C:13]([F:16])([F:15])[F:14])=[CH:11][C:10]([O:17]C)=[CH:9][C:8]=1[O:19]C)[CH3:6].CO. The catalyst is ClCCl.O. The product is [CH2:5]([C:7]1[C:12]([C:13]([F:14])([F:15])[F:16])=[CH:11][C:10]([OH:17])=[CH:9][C:8]=1[OH:19])[CH3:6]. The yield is 0.400. (6) The reactants are B(Cl)(Cl)Cl.[Cl:5][C:6]1[CH:11]=[C:10]([CH2:12][C:13]([O:15][CH3:16])=[O:14])[CH:9]=[CH:8][C:7]=1[C:17]1[CH:22]=[CH:21][C:20]([O:23]C)=[CH:19][CH:18]=1. The catalyst is [I-].C([N+](CCCC)(CCCC)CCCC)CCC.C(Cl)Cl. The product is [Cl:5][C:6]1[CH:11]=[C:10]([CH2:12][C:13]([O:15][CH3:16])=[O:14])[CH:9]=[CH:8][C:7]=1[C:17]1[CH:22]=[CH:21][C:20]([OH:23])=[CH:19][CH:18]=1. The yield is 0.710.